Task: Predict which catalyst facilitates the given reaction.. Dataset: Catalyst prediction with 721,799 reactions and 888 catalyst types from USPTO (1) Reactant: CC1(C)[O:6][CH:5]([CH2:7][NH:8][C:9](=[O:28])[C:10]2[C:15]([C:16]([F:19])([F:18])[F:17])=[CH:14][C:13]([NH:20][C:21]3[CH:26]=[CH:25][CH:24]=[C:23]([Cl:27])[CH:22]=3)=[N:12][CH:11]=2)[CH2:4][O:3]1.CCOCC.Cl. Product: [OH:6][CH:5]([CH2:4][OH:3])[CH2:7][NH:8][C:9](=[O:28])[C:10]1[C:15]([C:16]([F:19])([F:18])[F:17])=[CH:14][C:13]([NH:20][C:21]2[CH:26]=[CH:25][CH:24]=[C:23]([Cl:27])[CH:22]=2)=[N:12][CH:11]=1. The catalyst class is: 7. (2) Reactant: [C:1]1([C:7]2[NH:11][C:10]3[CH:12]=[CH:13][CH:14]=[CH:15][C:9]=3[N:8]=2)[CH:6]=[CH:5][CH:4]=[CH:3][CH:2]=1.Br[C:17]1[C:22]2[O:23][C:24]3[CH:29]=[CH:28][CH:27]=[CH:26][C:25]=3[C:21]=2[CH:20]=[CH:19][CH:18]=1.P([O-])([O-])([O-])=O.[K+].[K+].[K+]. Product: [CH:20]1[C:21]2[C:25]3[CH:26]=[CH:27][CH:28]=[CH:29][C:24]=3[O:23][C:22]=2[C:17]([N:11]2[C:10]3[CH:12]=[CH:13][CH:14]=[CH:15][C:9]=3[N:8]=[C:7]2[C:1]2[CH:2]=[CH:3][CH:4]=[CH:5][CH:6]=2)=[CH:18][CH:19]=1. The catalyst class is: 185. (3) Reactant: [NH2:1][C:2]1[CH:7]=[C:6]([C:8]([F:11])([F:10])[F:9])[CH:5]=[CH:4][N:3]=1.[Br:12]N1C(=O)CCC1=O.C(Cl)Cl.[OH-].[Na+]. Product: [Br:12][C:5]1[C:6]([C:8]([F:9])([F:11])[F:10])=[CH:7][C:2]([NH2:1])=[N:3][CH:4]=1. The catalyst class is: 22. (4) The catalyst class is: 34. Product: [C:16]1([CH2:22][S:23]([N:1]2[CH2:8][CH2:7][CH2:6][C@H:2]2[C:3]([NH2:5])=[O:4])(=[O:25])=[O:24])[CH:21]=[CH:20][CH:19]=[CH:18][CH:17]=1. Reactant: [NH:1]1[CH2:8][CH2:7][CH2:6][C@H:2]1[C:3]([NH2:5])=[O:4].C(N(CC)CC)C.[C:16]1([CH2:22][S:23](Cl)(=[O:25])=[O:24])[CH:21]=[CH:20][CH:19]=[CH:18][CH:17]=1. (5) Product: [CH3:17][N:18]([CH3:19])[C:12]([C:6]1[CH:7]=[N:8][C:9]2[C:4]([C:5]=1[O:15][CH3:16])=[CH:3][C:2]([I:1])=[CH:11][CH:10]=2)=[O:13]. Reactant: [I:1][C:2]1[CH:3]=[C:4]2[C:9](=[CH:10][CH:11]=1)[N:8]=[CH:7][C:6]([C:12](O)=[O:13])=[C:5]2[O:15][CH3:16].[CH3:17][NH:18][CH3:19].O1CCCC1.C1C=CC2N(O)N=NC=2C=1.C(N(C(C)C)CC)(C)C.F[P-](F)(F)(F)(F)F.N1(OC(N(C)C)=[N+](C)C)C2C=CC=CC=2N=N1. The catalyst class is: 9.